Dataset: Reaction yield outcomes from USPTO patents with 853,638 reactions. Task: Predict the reaction yield, written as a fraction of the theoretical maximum amount of product (1.0 means a 100% yield; for example, 0.34 means a 34% yield). (1) The reactants are [CH3:1][C:2]1([CH3:25])[C:6]([CH3:8])([CH3:7])[O:5][B:4]([C:9]2[CH:14]=[CH:13][C:12]([NH:15][C:16](=O)[O:17]C3C=CC=CC=3)=[CH:11][CH:10]=2)[O:3]1.[CH3:26][NH2:27].C1COCC1. The catalyst is C1COCC1. The product is [CH3:26][NH:27][C:16]([NH:15][C:12]1[CH:13]=[CH:14][C:9]([B:4]2[O:3][C:2]([CH3:25])([CH3:1])[C:6]([CH3:8])([CH3:7])[O:5]2)=[CH:10][CH:11]=1)=[O:17]. The yield is 0.880. (2) The reactants are Br[C:2]1[CH:7]=[CH:6]C([N+]([O-])=O)=[C:4](F)[CH:3]=1.[Cl:12][C:13]1[CH:14]=[C:15](B(O)O)[CH:16]=[N:17][C:18]=1[N:19]1[CH2:24][CH2:23][NH:22][CH2:21][CH2:20]1.[CH3:28][C:29]1[S:30][CH:31]=[C:32]([CH:34]([NH2:36])[CH3:35])[N:33]=1.[C:37](=O)([O-])[O-].[K+].[K+].[Cl-].[NH4+].[CH3:45][N:46]([CH:48]=O)C. The catalyst is ClCCl.[Zn].O. The product is [Cl:12][C:13]1[CH:14]=[C:15]([C:2]2[CH:3]=[CH:4][C:45]3[N:46]=[C:48]([CH3:37])[N:36]([CH:34]([C:32]4[N:33]=[C:29]([CH3:28])[S:30][CH:31]=4)[CH3:35])[C:6]=3[CH:7]=2)[CH:16]=[N:17][C:18]=1[N:19]1[CH2:24][CH2:23][NH:22][CH2:21][CH2:20]1. The yield is 0.610.